This data is from Catalyst prediction with 721,799 reactions and 888 catalyst types from USPTO. The task is: Predict which catalyst facilitates the given reaction. (1) Reactant: S(=O)(=O)(O)O.[CH3:6][NH:7][NH2:8].C(N(CC)CC)C.[Br:16][C:17]1[CH:22]=[C:21]([F:23])[CH:20]=[CH:19][C:18]=1[C:24](=[C:28]([NH:31][C:32]1[C:37]([F:38])=[CH:36][CH:35]=[CH:34][C:33]=1[Cl:39])SC)[C:25](=O)[CH3:26].[OH-].[Na+]. Product: [Br:16][C:17]1[CH:22]=[C:21]([F:23])[CH:20]=[CH:19][C:18]=1[C:24]1[C:25]([CH3:26])=[N:8][N:7]([CH3:6])[C:28]=1[NH:31][C:32]1[C:37]([F:38])=[CH:36][CH:35]=[CH:34][C:33]=1[Cl:39]. The catalyst class is: 40. (2) Reactant: [Cl:1][C:2]1[CH:3]=[CH:4][C:5]2[O:9][C:8]([C:10]3[CH:15]=[CH:14][C:13]([C:16]4[CH:21]=[CH:20][CH:19]=[CH:18][N:17]=4)=[C:12]([O:22][CH3:23])[CH:11]=3)=[N:7][C:6]=2[CH:24]=1.Cl. Product: [ClH:1].[Cl:1][C:2]1[CH:3]=[CH:4][C:5]2[O:9][C:8]([C:10]3[CH:15]=[CH:14][C:13]([C:16]4[CH:21]=[CH:20][CH:19]=[CH:18][N:17]=4)=[C:12]([O:22][CH3:23])[CH:11]=3)=[N:7][C:6]=2[CH:24]=1. The catalyst class is: 268. (3) Product: [NH2:1][C:2]1[C:3]([NH2:22])=[CH:4][C:5]2[O:9][N:8]=[C:7]([N:10]3[C:11](=[O:20])[C:12]4[C:17](=[CH:16][CH:15]=[CH:14][CH:13]=4)[C:18]3=[O:19])[C:6]=2[CH:21]=1. Reactant: [NH2:1][C:2]1[C:3]([NH:22]C(=O)OC(C)(C)C)=[CH:4][C:5]2[O:9][N:8]=[C:7]([N:10]3[C:18](=[O:19])[C:17]4[C:12](=[CH:13][CH:14]=[CH:15][CH:16]=4)[C:11]3=[O:20])[C:6]=2[CH:21]=1.Cl.C(Cl)Cl. The catalyst class is: 12.